This data is from NCI-60 drug combinations with 297,098 pairs across 59 cell lines. The task is: Regression. Given two drug SMILES strings and cell line genomic features, predict the synergy score measuring deviation from expected non-interaction effect. (1) Drug 1: CC1=C2C(C(=O)C3(C(CC4C(C3C(C(C2(C)C)(CC1OC(=O)C(C(C5=CC=CC=C5)NC(=O)OC(C)(C)C)O)O)OC(=O)C6=CC=CC=C6)(CO4)OC(=O)C)OC)C)OC. Drug 2: CCC1=C2CN3C(=CC4=C(C3=O)COC(=O)C4(CC)O)C2=NC5=C1C=C(C=C5)O. Cell line: NCI-H460. Synergy scores: CSS=72.7, Synergy_ZIP=12.6, Synergy_Bliss=12.4, Synergy_Loewe=7.54, Synergy_HSA=15.8. (2) Drug 1: C1=NC(=NC(=O)N1C2C(C(C(O2)CO)O)O)N. Drug 2: CC1C(C(CC(O1)OC2CC(OC(C2O)C)OC3=CC4=CC5=C(C(=O)C(C(C5)C(C(=O)C(C(C)O)O)OC)OC6CC(C(C(O6)C)O)OC7CC(C(C(O7)C)O)OC8CC(C(C(O8)C)O)(C)O)C(=C4C(=C3C)O)O)O)O. Cell line: SK-OV-3. Synergy scores: CSS=30.8, Synergy_ZIP=-0.403, Synergy_Bliss=-1.06, Synergy_Loewe=-28.5, Synergy_HSA=0.438. (3) Drug 1: COC1=CC(=CC(=C1O)OC)C2C3C(COC3=O)C(C4=CC5=C(C=C24)OCO5)OC6C(C(C7C(O6)COC(O7)C8=CC=CS8)O)O. Drug 2: CC(C)(C#N)C1=CC(=CC(=C1)CN2C=NC=N2)C(C)(C)C#N. Cell line: NCIH23. Synergy scores: CSS=56.7, Synergy_ZIP=-2.37, Synergy_Bliss=-1.73, Synergy_Loewe=-8.91, Synergy_HSA=0.390. (4) Drug 1: C1=NC2=C(N=C(N=C2N1C3C(C(C(O3)CO)O)F)Cl)N. Drug 2: CCC1=C2CN3C(=CC4=C(C3=O)COC(=O)C4(CC)O)C2=NC5=C1C=C(C=C5)O. Cell line: KM12. Synergy scores: CSS=20.3, Synergy_ZIP=-6.70, Synergy_Bliss=2.66, Synergy_Loewe=-12.2, Synergy_HSA=1.84. (5) Drug 2: CCN(CC)CCCC(C)NC1=C2C=C(C=CC2=NC3=C1C=CC(=C3)Cl)OC. Drug 1: C1=CN(C=N1)CC(O)(P(=O)(O)O)P(=O)(O)O. Cell line: SR. Synergy scores: CSS=49.5, Synergy_ZIP=0.811, Synergy_Bliss=1.44, Synergy_Loewe=-12.2, Synergy_HSA=-1.36. (6) Drug 1: C1=C(C(=O)NC(=O)N1)N(CCCl)CCCl. Drug 2: CC1=C(C(CCC1)(C)C)C=CC(=CC=CC(=CC(=O)O)C)C. Cell line: SK-MEL-5. Synergy scores: CSS=5.20, Synergy_ZIP=-6.76, Synergy_Bliss=-3.49, Synergy_Loewe=-4.30, Synergy_HSA=-2.94.